The task is: Predict which catalyst facilitates the given reaction.. This data is from Catalyst prediction with 721,799 reactions and 888 catalyst types from USPTO. (1) Reactant: [N:1]([C@@H:4]([CH3:21])[C@@H:5]([NH:13][C:14](=[O:20])[O:15][C:16]([CH3:19])([CH3:18])[CH3:17])[CH2:6][CH:7]1[CH2:12][CH2:11][CH2:10][CH2:9][CH2:8]1)=[N+]=[N-]. Product: [NH2:1][C@@H:4]([CH3:21])[C@@H:5]([NH:13][C:14](=[O:20])[O:15][C:16]([CH3:18])([CH3:17])[CH3:19])[CH2:6][CH:7]1[CH2:12][CH2:11][CH2:10][CH2:9][CH2:8]1. The catalyst class is: 19. (2) Reactant: [C:1]([BH3-])#[N:2].[Na+].[Br:5][C:6]1[CH:7]=[C:8]2[C:13](=[CH:14][CH:15]=1)[O:12][C:11]([C:16]1[CH:21]=[CH:20][C:19](N)=[CH:18][CH:17]=1)=[CH:10][C:9]2=[O:23].[CH2:24]=O.[OH-].[Na+]. Product: [Br:5][C:6]1[CH:7]=[C:8]2[C:13](=[CH:14][CH:15]=1)[O:12][C:11]([C:16]1[CH:21]=[CH:20][C:19]([N:2]([CH3:1])[CH3:24])=[CH:18][CH:17]=1)=[CH:10][C:9]2=[O:23]. The catalyst class is: 15. (3) Reactant: Br[C:2]1[CH:3]=[CH:4][C:5]2[N:6]([C:8]([C:11]#[C:12][CH2:13][OH:14])=[CH:9][N:10]=2)[N:7]=1.[F:15][C:16]1[CH:21]=[CH:20][C:19]([S:22]([NH:25][C:26]2[C:27]([O:41][CH3:42])=[N:28][CH:29]=[C:30](B3OC(C)(C)C(C)(C)O3)[CH:31]=2)(=[O:24])=[O:23])=[CH:18][CH:17]=1.C(Cl)Cl.C([O-])([O-])=O.[Na+].[Na+]. Product: [F:15][C:16]1[CH:17]=[CH:18][C:19]([S:22]([NH:25][C:26]2[C:27]([O:41][CH3:42])=[N:28][CH:29]=[C:30]([C:2]3[CH:3]=[CH:4][C:5]4[N:6]([C:8]([C:11]#[C:12][CH2:13][OH:14])=[CH:9][N:10]=4)[N:7]=3)[CH:31]=2)(=[O:24])=[O:23])=[CH:20][CH:21]=1. The catalyst class is: 622. (4) Reactant: [C:1]([O:4][CH:5]=[CH2:6])(=[O:3])[CH3:2].[CH:7]([O:9][CH2:10][CH2:11][CH2:12][CH3:13])=[CH2:8].CC(N=NC(C#N)(C)C)(C#N)C. Product: [C:1]([O:4][CH:5]=[CH2:6])(=[O:3])[CH3:2].[CH:7]([O:9][CH2:10][CH2:11][CH2:12][CH3:13])=[CH2:8]. The catalyst class is: 5.